Dataset: Peptide-MHC class I binding affinity with 185,985 pairs from IEDB/IMGT. Task: Regression. Given a peptide amino acid sequence and an MHC pseudo amino acid sequence, predict their binding affinity value. This is MHC class I binding data. (1) The peptide sequence is KELENEYYF. The MHC is HLA-A26:03 with pseudo-sequence HLA-A26:03. The binding affinity (normalized) is 0.0847. (2) The peptide sequence is YIIDKDTNSV. The MHC is HLA-A02:01 with pseudo-sequence HLA-A02:01. The binding affinity (normalized) is 0.684.